Dataset: Ames mutagenicity test results for genotoxicity prediction. Task: Regression/Classification. Given a drug SMILES string, predict its toxicity properties. Task type varies by dataset: regression for continuous values (e.g., LD50, hERG inhibition percentage) or binary classification for toxic/non-toxic outcomes (e.g., AMES mutagenicity, cardiotoxicity, hepatotoxicity). Dataset: ames. The compound is COc1cc2c(c3oc(=O)c4c(c13)CCC4=O)C1CCOC1O2. The result is 1 (mutagenic).